This data is from Experimentally validated miRNA-target interactions with 360,000+ pairs, plus equal number of negative samples. The task is: Binary Classification. Given a miRNA mature sequence and a target amino acid sequence, predict their likelihood of interaction. (1) The protein sequence of the target gene is MEAVVNLYHELMKHADPRIQSYPLMGSPLLITSILLTYVYFILSLGPRIMANRKPFQLRGFMIVYNFSLVILSLYIVYEFLMSGWLSTYTWRCDPIDFSNSPEALRMVRVAWLFMLSKVIELMDTVIFILRKKDGQVTFLHVFHHSVLPWSWWWGIKIAPGGMGSFHAMINSSVHVVMYLYYGLSALGPVAQPYLWWKKHMTAIQLIQFVLVSLHISQYYFMPSCNYQYPIIIHLIWMYGTIFFILFSNFWYHSYTKGKRLPRAVQQNGAPATTKVKAN. The miRNA is oar-miR-22-3p with sequence AAGCUGCCAGUUGAAGAACUG. Result: 0 (no interaction). (2) The miRNA is hsa-miR-519c-5p with sequence CUCUAGAGGGAAGCGCUUUCUG. The protein sequence of the target gene is MGPAGSALSSGQMQMQMVLWGSLAAVAMFFLITFLILLCSSCDRDKKPRQHSGDHESLMNVPSDKEMFSHSATSLTTDALASSEQNGVLTNGDILSEDSTMTCMQHYEEVQTSASDLLDSQDSTGKAKCHQSRELPRIPPENAVDAMLTARAADGDSGPGVEGPYEVLKDSSSQENMVEDCLYETVKEIKEVADKSQGGKSKSTSALKELQGAHAEGKADFAEYASVDRNKKCRHSTNAESILGTSSDLDEETPPPVPVKLLDENANLPEKGEHGAEEQAPEAPSGHSKRFSSLSYKSRE.... Result: 0 (no interaction). (3) The miRNA is mmu-miR-190b-5p with sequence UGAUAUGUUUGAUAUUGGGUUG. The protein sequence of the target gene is MTGARASAAEQRRAGRSGQARAAERAAGMSGAGRALAALLLAASVLSAALLAPGGSSGRDAQAAPPRDLDKKRHAELKMDQALLLIHNELLWTNLTVYWKSECCYHCLFQVLVNVPQSPKAGKPSAAAASVSTQHGSILQLNDTLEEKEVCRLEYRFGEFGNYSLLVKNIHNGVSEIACDLAVNEDPVDSNLPVSIAFLIGLAVIIVISFLRLLLSLDDFNNWISKAISSRETDRLINSELGSPSRTDPLDGDVQPATWRLSALPPRLRSVDTFRGIALILMVFVNYGGGKYWYFKHASW.... Result: 0 (no interaction). (4) The miRNA is rno-miR-378a-3p with sequence ACUGGACUUGGAGUCAGAAGG. The protein sequence of the target gene is MDLLFGRRKTPEELLRQNQRALNRAMRELDRERQKLETQEKKIIADIKKMAKQGQMDAVRIMAKDLVRTRRYVRKFVLMRANIQAVSLKIQTLKSNNSMAQAMKGVTKAMGTMNRQLKLPQIQKIMMEFERQAEIMDMKEEMMNDAIDDAMGDEEDEEESDAVVSQVLDELGLSLTDELSNLPSTGGSLSVAAGGKKAEAAASALADADADLEERLKNLRRD. Result: 0 (no interaction). (5) The miRNA is mmu-miR-708-5p with sequence AAGGAGCUUACAAUCUAGCUGGG. Result: 0 (no interaction). The protein sequence of the target gene is MPMTLGYWDIRGLAHAIRLLLEYTDSSYVEKKYTLGDAPDYDRSQWLNEKFKLGLDFPNLPYLIDGAHKITQSNAILRYIARKHNLCGETEEEKIRVDILENQVMDNHMELVRLCYDPDFEKLKPKYLEELPEKLKLYSEFLGKRPWFAGDKITFVDFLAYDVLDMKRIFEPKCLDAFLNLKDFISRFEGLKKISAYMKSSQFLRGLLFGKSATWNSK. (6) The miRNA is hsa-miR-4677-5p with sequence UUGUUCUUUGGUCUUUCAGCCA. The protein sequence of the target gene is MEKPYNKNEGNLENEGKPEDEVEPDDEGKSDEEEKPDVEGKTECEGKREDEGEPGDEGQLEDEGSQEKQGRSEGEGKPQGEGKPASQAKPESQPRAAEKRPAEDYVPRKAKRKTDRGTDDSPKDSQEDLQERHLSSEEMMRECGDVSRAQEELRKKQKMGGFHWMQRDVQDPFAPRGQRGVRGVRGGGRGQRGLHDIPYL. Result: 0 (no interaction). (7) The miRNA is rno-miR-181a-5p with sequence AACAUUCAACGCUGUCGGUGAGU. The protein sequence of the target gene is MAVVPLLLLGGLWSAVGASSLGVVTCGSVVKLLNTRHNVRLHSHDVRYGSGSGQQSVTGVTSVDDSNSYWRIRGKSATVCERGTPIKCGQPIRLTHVNTGRNLHSHHFTSPLSGNQEVSAFGEEGEGDYLDDWTVLCNGPYWVRDGEVRFKHSSTEVLLSVTGEQYGRPISGQKEVHGMAQPSQNNYWKAMEGIFMKPSELLKAEAHHAEL. Result: 0 (no interaction). (8) The miRNA is hsa-miR-4665-3p with sequence CUCGGCCGCGGCGCGUAGCCCCCGCC. The protein sequence of the target gene is MEQAPPDPERQLQPAPLEPLGSPDAGLGAAVGKEAEGAGEESSGVDTMTHNNFWLKKIEISVSEAEKRTGRNAMNMQETYTAYLIETRSVEHTDGQSVLTDSLWRRYSEFELLRSYLLVYYPHIVVPPLPEKRAEFVWHKLSADNMDPDFVERRRIGLENFLLRIASHPILCRDKIFYLFLTQEGNWKETVNETGFQLKADSRLKALNATFRVKNPDKRFTDLKHYSDELQSVISHLLRVRARVADRLYGVYKVHGNYGRVFSEWSAIEKEMGDGLQSAGHHMDVYASSIDDILEDEEHY.... Result: 0 (no interaction). (9) The miRNA is hsa-miR-4659b-3p with sequence UUUCUUCUUAGACAUGGCAGCU. The protein sequence of the target gene is MRLWKARVLKLVLKTAKDSRLGLNSKWLSLKLGDAGNPRSLAIRFILTNYNKLSIQSWFSLRRVEIISNNSIQAVFNPTGVYAPSGYSYRCQRVGSLQQDQALLLPSDTDDGSSLWEVTFIDFQIQGFAIKGGRFTKAQDCASSFSPAFLIGLAMSLILLLVLAYALHMLIYLRYLDQQYDLIASPAHFSQLKARDTAEEKELLRSQGAECYKLRSQQISKIYV. Result: 1 (interaction).